This data is from Catalyst prediction with 721,799 reactions and 888 catalyst types from USPTO. The task is: Predict which catalyst facilitates the given reaction. (1) Reactant: C(O[C:6]([N:8]1[CH2:13][CH2:12][O:11][CH2:10][C@@H:9]1[C:14]1[N:18]2[CH:19]=[C:20]([F:23])[CH:21]=[CH:22][C:17]2=[N:16][N:15]=1)=O)(C)(C)C.C(O)(C(F)(F)F)=O.C=O.C(O[BH-](OC(=O)C)OC(=O)C)(=O)C.[Na+]. Product: [F:23][C:20]1[CH:21]=[CH:22][C:17]2[N:18]([C:14]([C@H:9]3[CH2:10][O:11][CH2:12][CH2:13][N:8]3[CH3:6])=[N:15][N:16]=2)[CH:19]=1. The catalyst class is: 2. (2) Reactant: [F:1][C:2]1[CH:7]=[CH:6][CH:5]=[CH:4][C:3]=1[C:8]1[NH:9][CH:10]=[C:11]([CH:13]=[O:14])[N:12]=1.[H-].[Na+].C1OCCOCCOCCOCCOC1.[CH3:32][N:33]1[C:37]([S:38](Cl)(=[O:40])=[O:39])=[CH:36][CH:35]=[N:34]1. Product: [F:1][C:2]1[CH:7]=[CH:6][CH:5]=[CH:4][C:3]=1[C:8]1[N:9]([S:38]([C:37]2[N:33]([CH3:32])[N:34]=[CH:35][CH:36]=2)(=[O:40])=[O:39])[CH:10]=[C:11]([CH:13]=[O:14])[N:12]=1. The catalyst class is: 685.